Dataset: Catalyst prediction with 721,799 reactions and 888 catalyst types from USPTO. Task: Predict which catalyst facilitates the given reaction. Reactant: [F:1][C:2]1[CH:9]=[C:8]([CH3:10])[CH:7]=[CH:6][C:3]=1[C:4]#[N:5].[I:11]I.[O-]S([O-])(=S)=O.[Na+].[Na+]. Product: [F:1][C:2]1[C:9]([I:11])=[C:8]([CH3:10])[CH:7]=[CH:6][C:3]=1[C:4]#[N:5]. The catalyst class is: 1.